From a dataset of Full USPTO retrosynthesis dataset with 1.9M reactions from patents (1976-2016). Predict the reactants needed to synthesize the given product. (1) Given the product [CH3:25][N:24]([CH3:26])[S:23]([C:20]1[CH:21]=[CH:22][C:17]([O:10][C:8]2[CH:9]=[C:4]([CH:5]=[C:6]([O:40][CH:38]([CH3:39])[CH2:37][OH:29])[CH:7]=2)[C:3]([NH:41][C:42]2[CH:46]=[CH:45][N:44]([CH3:47])[N:43]=2)=[O:15])=[CH:18][CH:19]=1)(=[O:28])=[O:27], predict the reactants needed to synthesize it. The reactants are: CO[C:3](=[O:15])[C:4]1[CH:9]=[C:8]([OH:10])[CH:7]=[C:6](OCOC)[CH:5]=1.Br[C:17]1[CH:22]=[CH:21][C:20]([S:23](=[O:28])(=[O:27])[N:24]([CH3:26])[CH3:25])=[CH:19][CH:18]=1.[O:29]([CH2:37][C@H:38]([OH:40])[CH3:39])[Si](C(C)(C)C)(C)C.[NH2:41][C:42]1[CH:46]=[CH:45][N:44]([CH3:47])[N:43]=1. (2) The reactants are: [CH2:1]([O:8][C:9]([NH:11][C@H:12]([C:19]([OH:21])=O)[C@H:13]([C:15]([F:18])([F:17])[F:16])[CH3:14])=[O:10])[C:2]1[CH:7]=[CH:6][CH:5]=[CH:4][CH:3]=1.[NH2:22][C:23]1[CH:24]=[C:25]([CH2:30][C@H:31]([CH3:37])[C:32]([O:34][CH2:35][CH3:36])=[O:33])[CH:26]=[CH:27][C:28]=1[Cl:29].CN(C(ON1N=NC2C=CC=NC1=2)=[N+](C)C)C.F[P-](F)(F)(F)(F)F.O. Given the product [CH2:1]([O:8][C:9]([NH:11][C@H:12]([C:19]([NH:22][C:23]1[CH:24]=[C:25]([CH2:30][C@H:31]([CH3:37])[C:32]([O:34][CH2:35][CH3:36])=[O:33])[CH:26]=[CH:27][C:28]=1[Cl:29])=[O:21])[C@H:13]([C:15]([F:16])([F:17])[F:18])[CH3:14])=[O:10])[C:2]1[CH:3]=[CH:4][CH:5]=[CH:6][CH:7]=1, predict the reactants needed to synthesize it. (3) Given the product [C:1]([NH:4][C:5]1[S:6][CH:7]=[C:8]([CH2:10][CH2:11][CH2:12][C:13]2[CH:14]=[CH:15][C:16]([CH2:19][CH2:20][C:21]([OH:23])=[O:22])=[CH:17][CH:18]=2)[N:9]=1)(=[O:3])[CH3:2], predict the reactants needed to synthesize it. The reactants are: [C:1]([NH:4][C:5]1[S:6][CH:7]=[C:8]([CH2:10][CH2:11][CH2:12][C:13]2[CH:18]=[CH:17][C:16]([CH2:19][CH2:20][C:21]([O:23]CC)=[O:22])=[CH:15][CH:14]=2)[N:9]=1)(=[O:3])[CH3:2].[OH-].[Na+].